This data is from Full USPTO retrosynthesis dataset with 1.9M reactions from patents (1976-2016). The task is: Predict the reactants needed to synthesize the given product. (1) Given the product [S:1]1[CH:5]=[CH:4][CH:3]=[C:2]1[CH2:6][NH:7][C:8]([C:10]1[N:11]=[C:12]2[C:17]([C:29]3[CH:30]=[CH:31][O:27][CH:28]=3)=[CH:16][CH:15]=[CH:14][N:13]2[C:25]=1[Cl:26])=[O:9], predict the reactants needed to synthesize it. The reactants are: [S:1]1[CH:5]=[CH:4][CH:3]=[C:2]1[CH2:6][NH:7][C:8]([C:10]1[N:11]=[C:12]2[C:17](Br)=[CH:16][C:15](C3C=CC=CC=3)=[CH:14][N:13]2[C:25]=1[Cl:26])=[O:9].[O:27]1[CH:31]=[CH:30][C:29](B(O)O)=[CH:28]1.[O-]P([O-])([O-])=O.[K+].[K+].[K+].O1CCOCC1. (2) The reactants are: C([C:5]1[CH:10]=[CH:9][C:8]([C:11]2[CH:16]=[CH:15][CH:14]=[CH:13][CH:12]=2)=[C:7]([CH2:17]Cl)[C:6]=1[CH2:19]Cl)(C)(C)C.[C:21]([O:26]C)(=O)[CH:22]([CH3:24])[CH3:23].O. Given the product [C:6]([C:14]1[CH:15]=[CH:16][C:11]([C:8]2[CH:9]=[CH:10][CH:5]=[C:6]3[C:7]=2[CH2:17][C:21]([CH:22]([CH3:24])[CH3:23])([OH:26])[CH2:19]3)=[CH:12][CH:13]=1)([CH3:19])([CH3:7])[CH3:5], predict the reactants needed to synthesize it. (3) The reactants are: C(OC([N:8]1[CH:12]=[C:11](B(O)O)[CH:10]=[N:9]1)=O)(C)(C)C.P([O-])([O-])([O-])=O.[K+].[K+].[K+].Br[C:25]1[N:29]2[CH:30]=[C:31]([CH3:45])[CH:32]=[C:33]([O:34][CH2:35][C:36]3[C:41]([F:42])=[CH:40][CH:39]=[C:38]([F:43])[C:37]=3[F:44])[C:28]2=[N:27][C:26]=1[CH3:46]. Given the product [CH3:46][C:26]1[N:27]=[C:28]2[C:33]([O:34][CH2:35][C:36]3[C:41]([F:42])=[CH:40][CH:39]=[C:38]([F:43])[C:37]=3[F:44])=[CH:32][C:31]([CH3:45])=[CH:30][N:29]2[C:25]=1[C:11]1[CH:12]=[N:8][NH:9][CH:10]=1, predict the reactants needed to synthesize it. (4) Given the product [Cl:1][C:2]1[CH:3]=[CH:4][C:5]([C:28]([F:30])([F:31])[F:29])=[C:6]([CH:27]=1)[CH2:7][N:8]1[CH2:13][CH2:12][NH:11][C:10]2[N:14]=[CH:15][C:16]([C:18]3[CH:19]=[CH:20][C:21]([C:22]([NH:32][CH2:33][C:34]4[CH:39]=[CH:38][N:37]=[CH:36][CH:35]=4)=[O:23])=[CH:25][CH:26]=3)=[CH:17][C:9]1=2, predict the reactants needed to synthesize it. The reactants are: [Cl:1][C:2]1[CH:3]=[CH:4][C:5]([C:28]([F:31])([F:30])[F:29])=[C:6]([CH:27]=1)[CH2:7][N:8]1[CH2:13][CH2:12][NH:11][C:10]2[N:14]=[CH:15][C:16]([C:18]3[CH:26]=[CH:25][C:21]([C:22](O)=[O:23])=[CH:20][CH:19]=3)=[CH:17][C:9]1=2.[NH2:32][CH2:33][C:34]1[CH:39]=[CH:38][N:37]=[CH:36][CH:35]=1. (5) Given the product [CH3:8][S:9]([O:28][CH2:27][C@H:22]1[O:23][CH2:24][C@@H:25]([CH3:26])[N:20]([C:18]2[CH:17]=[C:16]([Cl:29])[N:15]=[C:14]([NH2:13])[N:19]=2)[CH2:21]1)(=[O:11])=[O:10], predict the reactants needed to synthesize it. The reactants are: C(N(CC)CC)C.[CH3:8][S:9](Cl)(=[O:11])=[O:10].[NH2:13][C:14]1[N:19]=[C:18]([N:20]2[C@H:25]([CH3:26])[CH2:24][O:23][C@H:22]([CH2:27][OH:28])[CH2:21]2)[CH:17]=[C:16]([Cl:29])[N:15]=1.C([O-])(O)=O.[Na+].